From a dataset of Full USPTO retrosynthesis dataset with 1.9M reactions from patents (1976-2016). Predict the reactants needed to synthesize the given product. (1) Given the product [NH2:37][C:23]1[C:24]2[CH:25]=[CH:26][CH:27]=[C:18]([S:15]([N:12]3[CH2:13][CH2:14][CH:10]([NH:8][CH3:9])[CH2:11]3)(=[O:17])=[O:16])[C:19]=2[C:20]([Cl:29])=[CH:21][N:22]=1.[ClH:28], predict the reactants needed to synthesize it. The reactants are: C(OC([N:8]([CH:10]1[CH2:14][CH2:13][N:12]([S:15]([C:18]2[C:19]3[C:20]([Cl:29])=[CH:21][N:22]=[C:23]([Cl:28])[C:24]=3[CH:25]=[CH:26][CH:27]=2)(=[O:17])=[O:16])[CH2:11]1)[CH3:9])=O)(C)(C)C.C(OC([NH:37][C@H]1CCN(S(C2C3C(Cl)=CN=C(Cl)C=3C=CC=2)(=O)=O)C1)=O)(C)(C)C. (2) Given the product [CH2:1]([O:3][C:4]([C:6]1[CH:7]=[C:8]2[C:13](=[CH:14][CH:15]=1)[NH:12][CH:11]([C:16]1[CH:17]=[N:18][CH:19]=[C:20]([Br:22])[CH:21]=1)[C:10]([CH3:23])([CH3:24])[CH2:9]2)=[O:5])[CH3:2], predict the reactants needed to synthesize it. The reactants are: [CH2:1]([O:3][C:4]([C:6]1[CH:7]=[C:8]2[C:13](=[CH:14][CH:15]=1)[NH:12][CH:11]([C:16]1[CH:17]=[N:18][CH:19]=[C:20]([Br:22])[CH:21]=1)[C:10]([CH3:24])([CH3:23])[CH:9]2O)=[O:5])[CH3:2].FC(F)(F)C(O)=O. (3) Given the product [Cl:1][C:2]1[C:3]([NH:24][C:27](=[O:36])[O:56][C:52]([CH3:55])([CH3:54])[CH3:53])=[CH:7][C:8]([C:16]2[CH:21]=[CH:20][N:19]=[CH:18][N:17]=2)=[C:9]([C:11]2[O:12][CH:13]=[CH:14][CH:15]=2)[N:10]=1, predict the reactants needed to synthesize it. The reactants are: [Cl:1][C:2]1[N:10]=[C:9]([C:11]2[O:12][CH:13]=[CH:14][CH:15]=2)[C:8]([C:16]2[CH:21]=[CH:20][N:19]=[CH:18][N:17]=2)=[CH:7][C:3]=1C(O)=O.C([N:24]([CH2:27]C)CC)C.C1(P(N=[N+]=[N-])(C2C=CC=CC=2)=[O:36])C=CC=CC=1.C(OCC)(=O)C.[C:52]([OH:56])([CH3:55])([CH3:54])[CH3:53]. (4) Given the product [CH3:1][O:2][C:3]1[CH:4]=[C:5]([N:12]2[CH2:17][CH2:16][CH:15]([N:19]3[CH2:24][CH2:23][CH2:22][CH:21]([OH:25])[CH2:20]3)[CH2:14][CH2:13]2)[CH:6]=[CH:7][C:8]=1[N+:9]([O-:11])=[O:10], predict the reactants needed to synthesize it. The reactants are: [CH3:1][O:2][C:3]1[CH:4]=[C:5]([N:12]2[CH2:17][CH2:16][C:15](=O)[CH2:14][CH2:13]2)[CH:6]=[CH:7][C:8]=1[N+:9]([O-:11])=[O:10].[NH:19]1[CH2:24][CH2:23][CH2:22][CH:21]([OH:25])[CH2:20]1.C(O)(=O)C.C(N(CC)CC)C.C(O[BH-](OC(=O)C)OC(=O)C)(=O)C.C(=O)(O)[O-].[Na+]. (5) The reactants are: [CH:1]1[CH:6]=[CH:5][C:4]([CH2:7][C@@H:8]([NH2:12])[C:9]([OH:11])=[O:10])=[CH:3][CH:2]=1.[C:13](=O)([O-])[O-].[K+].[K+].Br[CH2:20][C:21]([O:23][C:24]([CH3:27])([CH3:26])[CH3:25])=[O:22].[C:28](O)(=O)[CH2:29][C:30]([CH2:35][C:36](O)=O)(C(O)=O)O. Given the product [CH3:25][C:24]([CH3:27])([O:23][C:21](=[O:22])[CH2:20][NH:12][C@@H:8]([C:9]([OH:11])=[O:10])[CH:7]([C:28]1[CH:29]=[CH:30][CH:35]=[CH:36][CH:13]=1)[C:4]1[CH:3]=[CH:2][CH:1]=[CH:6][CH:5]=1)[CH3:26], predict the reactants needed to synthesize it. (6) Given the product [C:1]([O-:12])(=[O:11])[CH2:2][CH2:3][CH2:4][CH2:5][CH2:6][CH2:7][CH2:8][CH2:9][CH3:10].[Ca+2:20].[C:1]([O-:12])(=[O:11])[CH2:2][CH2:3][CH2:4][CH2:5][CH2:6][CH2:7][CH2:8][CH2:9][CH3:10], predict the reactants needed to synthesize it. The reactants are: [C:1]([OH:12])(=[O:11])[CH2:2][CH2:3][CH2:4][CH2:5][CH2:6][CH2:7][CH2:8][CH2:9][CH3:10].C(O)C.C(=O)([O-])[O-].[Ca+2:20].